The task is: Predict the reaction yield, written as a fraction of the theoretical maximum amount of product (1.0 means a 100% yield; for example, 0.34 means a 34% yield).. This data is from Reaction yield outcomes from USPTO patents with 853,638 reactions. (1) The reactants are F[C:2]1[CH:3]=[C:4]([C:9]2[O:13][N:12]=[C:11]([C:14]([N:16]3[CH2:21][C@H:20]([CH2:22][CH:23]([CH3:25])[CH3:24])[NH:19][C:18](=[O:26])[C@@H:17]3[CH2:27][CH:28]([CH3:30])[CH3:29])=[O:15])[CH:10]=2)[CH:5]=[CH:6][C:7]=1F.C([C@@H]1NC[C@H](CC(C)C)NC1=O)C(C)C.[CH3:46][N:47]([CH3:64])[C:48](C1C=CC(C2ON=C(C(O)=O)C=2)=CC=1)=[O:49]. No catalyst specified. The product is [CH2:27]([C@H:17]1[C:18](=[O:26])[NH:19][C@@H:20]([CH2:22][CH:23]([CH3:25])[CH3:24])[CH2:21][N:16]1[C:14]([C:11]1[CH:10]=[C:9]([C:4]2[CH:5]=[CH:6][C:7]([C:48]([N:47]([CH3:64])[CH3:46])=[O:49])=[CH:2][CH:3]=2)[O:13][N:12]=1)=[O:15])[CH:28]([CH3:30])[CH3:29]. The yield is 0.264. (2) The reactants are C(OC([N:8]1[C:16]2[C:11](=[CH:12][C:13]([O:17][CH2:18][CH2:19][CH2:20][CH2:21][N:22]([CH2:24][CH:25]=[CH2:26])[CH3:23])=[CH:14][CH:15]=2)[CH2:10][CH2:9]1)=O)(C)(C)C. The catalyst is C(Cl)Cl. The product is [CH2:24]([N:22]([CH2:21][CH2:20][CH2:19][CH2:18][O:17][C:13]1[CH:12]=[C:11]2[C:16](=[CH:15][CH:14]=1)[NH:8][CH2:9][CH2:10]2)[CH3:23])[CH:25]=[CH2:26]. The yield is 0.980. (3) The reactants are Cl[C:2]1[N:3]=[CH:4][C:5]2[S:10][CH:9]=[C:8]([C:11]([NH:13][C:14]3[CH:23]=[CH:22][C:21]4[C:16](=[CH:17][CH:18]=[N:19][CH:20]=4)[N:15]=3)=[O:12])[C:6]=2[N:7]=1.[C:24]([NH:31][C@H:32]1[CH2:37][CH2:36][CH2:35][CH2:34][C@H:33]1[NH2:38])([O:26][C:27]([CH3:30])([CH3:29])[CH3:28])=[O:25].CCN(C(C)C)C(C)C. The catalyst is O1CCOCC1.CCOC(C)=O. The product is [N:15]1[C:16]2[C:21](=[CH:20][N:19]=[CH:18][CH:17]=2)[CH:22]=[CH:23][C:14]=1[NH:13][C:11]([C:8]1[C:6]2[N:7]=[C:2]([NH:38][C@@H:33]3[CH2:34][CH2:35][CH2:36][CH2:37][C@@H:32]3[NH:31][C:24](=[O:25])[O:26][C:27]([CH3:29])([CH3:28])[CH3:30])[N:3]=[CH:4][C:5]=2[S:10][CH:9]=1)=[O:12]. The yield is 0.551. (4) The reactants are [C:1]([O:5][C:6]([N:8]1[CH2:12][CH2:11][CH2:10][CH:9]1[C:13]1[NH:14][C:15]([C:18]2[CH:30]=[CH:29][C:28]3[C:27]4[C:22](=[CH:23][C:24](Br)=[CH:25][CH:26]=4)[C:21]([F:33])([F:32])[C:20]=3[CH:19]=2)=[CH:16][N:17]=1)=[O:7])([CH3:4])([CH3:3])[CH3:2].[C:34]([O:38][C:39]([N:41]1[CH2:45][CH2:44][CH2:43][CH:42]1[C:46]1[NH:50][C:49]2[CH:51]=[C:52](B3OC(C)(C)C(C)(C)O3)[CH:53]=[CH:54][C:48]=2[N:47]=1)=[O:40])([CH3:37])([CH3:36])[CH3:35].C(=O)([O-])[O-].[K+].[K+]. The catalyst is COCCOC.O.C(OCC)(=O)C.C1C=CC(P(C2C=CC=CC=2)[C-]2C=CC=C2)=CC=1.C1C=CC(P(C2C=CC=CC=2)[C-]2C=CC=C2)=CC=1.Cl[Pd]Cl.[Fe+2].C1C=CC([P]([Pd]([P](C2C=CC=CC=2)(C2C=CC=CC=2)C2C=CC=CC=2)([P](C2C=CC=CC=2)(C2C=CC=CC=2)C2C=CC=CC=2)[P](C2C=CC=CC=2)(C2C=CC=CC=2)C2C=CC=CC=2)(C2C=CC=CC=2)C2C=CC=CC=2)=CC=1. The product is [C:1]([O:5][C:6]([N:8]1[CH2:12][CH2:11][CH2:10][CH:9]1[C:13]1[NH:14][C:15]([C:18]2[CH:30]=[CH:29][C:28]3[C:27]4[C:22](=[CH:23][C:24]([C:52]5[CH:53]=[CH:54][C:48]6[N:47]=[C:46]([CH:42]7[CH2:43][CH2:44][CH2:45][N:41]7[C:39]([O:38][C:34]([CH3:35])([CH3:36])[CH3:37])=[O:40])[NH:50][C:49]=6[CH:51]=5)=[CH:25][CH:26]=4)[C:21]([F:33])([F:32])[C:20]=3[CH:19]=2)=[CH:16][N:17]=1)=[O:7])([CH3:4])([CH3:3])[CH3:2]. The yield is 0.430. (5) The reactants are C[Si](C)(C)[N-][Si](C)(C)C.[Li+].[F:11][C:12]([F:22])([F:21])[C@H:13]([CH3:20])[CH2:14][C:15]([O:17][CH2:18][CH3:19])=[O:16].Br[C:24]1[CH:29]=[CH:28][C:27]([CH2:30][CH3:31])=[CH:26][CH:25]=1.C1CCCCC1. The catalyst is C1(C)C=CC=CC=1.C([O-])(=O)C.[Pd+2].C([O-])(=O)C.C1(P(C2CCCCC2)C2C=CC=CC=2C2C=CC=CC=2N(C)C)CCCCC1.C1CCCCC1.C(OCC)(=O)C. The product is [CH2:30]([C:27]1[CH:28]=[CH:29][C:24]([CH:14]([C@@H:13]([CH3:20])[C:12]([F:21])([F:22])[F:11])[C:15]([O:17][CH2:18][CH3:19])=[O:16])=[CH:25][CH:26]=1)[CH3:31]. The yield is 0.649. (6) The reactants are [N+:1]([C:4]1[CH:11]=[CH:10][C:7]([CH:8]=O)=[CH:6][CH:5]=1)([O-:3])=[O:2].[CH2:12]([O:14][C:15](=[O:36])[CH:16]=P(C1C=CC=CC=1)(C1C=CC=CC=1)C1C=CC=CC=1)[CH3:13]. The catalyst is C(Cl)Cl. The product is [CH2:12]([O:14][C:15](=[O:36])[CH:16]=[CH:8][C:7]1[CH:10]=[CH:11][C:4]([N+:1]([O-:3])=[O:2])=[CH:5][CH:6]=1)[CH3:13]. The yield is 0.746. (7) The reactants are C[O:2][C:3](=[O:34])[CH2:4][CH2:5][C:6]1[CH:11]=[CH:10][C:9]([O:12][CH2:13][CH2:14][C:15]2[N:16]=[C:17]([C:21]3[CH:26]=[CH:25][C:24]([C:27]4[CH:32]=[CH:31][CH:30]=[CH:29][N:28]=4)=[CH:23][CH:22]=3)[O:18][C:19]=2[CH3:20])=[CH:8][C:7]=1[CH3:33].[OH-].[Na+].Cl. The catalyst is O1CCCC1.C(OCC)(=O)C. The product is [CH3:33][C:7]1[CH:8]=[C:9]([O:12][CH2:13][CH2:14][C:15]2[N:16]=[C:17]([C:21]3[CH:26]=[CH:25][C:24]([C:27]4[CH:32]=[CH:31][CH:30]=[CH:29][N:28]=4)=[CH:23][CH:22]=3)[O:18][C:19]=2[CH3:20])[CH:10]=[CH:11][C:6]=1[CH2:5][CH2:4][C:3]([OH:34])=[O:2]. The yield is 0.400.